Predict the reaction yield, written as a fraction of the theoretical maximum amount of product (1.0 means a 100% yield; for example, 0.34 means a 34% yield). From a dataset of Reaction yield outcomes from USPTO patents with 853,638 reactions. The reactants are [C:1]1([C:21]2[CH:26]=[CH:25][CH:24]=[CH:23][CH:22]=2)[CH:6]=[CH:5][C:4]([O:7][C@H:8]2[CH2:12][CH2:11][C@@H:10]([O:13][Si](C(C)(C)C)(C)C)[CH2:9]2)=[CH:3][CH:2]=1.[F-].C([N+](CCCC)(CCCC)CCCC)CCC. The catalyst is C1COCC1.C(OCC)C. The product is [C:1]1([C:21]2[CH:22]=[CH:23][CH:24]=[CH:25][CH:26]=2)[CH:6]=[CH:5][C:4]([O:7][C@H:8]2[CH2:12][CH2:11][C@@H:10]([OH:13])[CH2:9]2)=[CH:3][CH:2]=1. The yield is 1.00.